This data is from Forward reaction prediction with 1.9M reactions from USPTO patents (1976-2016). The task is: Predict the product of the given reaction. (1) Given the reactants [C:1]([O:5][C:6]([NH:8][C:9]1([C:12](O)=[O:13])[CH2:11][CH2:10]1)=[O:7])([CH3:4])([CH3:3])[CH3:2].ClC(OCC(C)C)=O.CN1CCOCC1.[BH4-].[Na+], predict the reaction product. The product is: [OH:13][CH2:12][C:9]1([NH:8][C:6](=[O:7])[O:5][C:1]([CH3:3])([CH3:2])[CH3:4])[CH2:10][CH2:11]1. (2) Given the reactants [C:1]([CH:3]([C:8]1[C:13]([Cl:14])=[CH:12][C:11]([Cl:15])=[CH:10][N:9]=1)C(OC)=O)#[N:2].[Cl-].[Na+], predict the reaction product. The product is: [Cl:14][C:13]1[C:8]([CH2:3][C:1]#[N:2])=[N:9][CH:10]=[C:11]([Cl:15])[CH:12]=1. (3) Given the reactants [NH2:1][CH2:2][CH2:3][C:4]1[CH:9]=[CH:8][CH:7]=[CH:6][N:5]=1.[CH3:10][O:11][C:12]([C:14]1[CH:15]=[C:16]([CH3:36])[C:17]2[O:23][C:22]3[C:24]([Cl:32])=[CH:25][C:26]([NH:28][CH2:29][CH2:30]Cl)=[CH:27][C:21]=3[CH2:20][S:19](=[O:34])(=[O:33])[C:18]=2[CH:35]=1)=[O:13], predict the reaction product. The product is: [CH3:10][O:11][C:12]([C:14]1[CH:15]=[C:16]([CH3:36])[C:17]2[O:23][C:22]3[C:24]([Cl:32])=[CH:25][C:26]([NH:28][CH2:29][CH2:30][NH:1][CH2:2][CH2:3][C:4]4[CH:9]=[CH:8][CH:7]=[CH:6][N:5]=4)=[CH:27][C:21]=3[CH2:20][S:19](=[O:33])(=[O:34])[C:18]=2[CH:35]=1)=[O:13]. (4) Given the reactants [OH-:1].[K+].O[NH2:4].Cl.C[O:7][C:8](=O)/[CH:9]=[CH:10]/[C:11]1[CH:16]=[CH:15][C:14]([CH2:17][NH:18][CH2:19][CH2:20][C:21]2[C:29]3[C:24](=[CH:25][CH:26]=[CH:27][CH:28]=3)[NH:23][CH:22]=2)=[CH:13][CH:12]=1.ON.C(=O)=O, predict the reaction product. The product is: [OH:1][NH:4][C:8](=[O:7])/[CH:9]=[CH:10]/[C:11]1[CH:16]=[CH:15][C:14]([CH2:17][NH:18][CH2:19][CH2:20][C:21]2[C:29]3[C:24](=[CH:25][CH:26]=[CH:27][CH:28]=3)[NH:23][CH:22]=2)=[CH:13][CH:12]=1. (5) Given the reactants [CH3:1][C:2]1[NH:3][C:4]2[C:9]([CH:10]=1)=[CH:8][CH:7]=[CH:6][CH:5]=2.[Cl-].[C:12]([C:16]1[CH:25]=[CH:24][C:19]([CH:20]=[N+:21]([CH3:23])[CH3:22])=[CH:18][CH:17]=1)([CH3:15])([CH3:14])[CH3:13].C(C1C=CC(C=O)=CC=1)(C)(C)C.CNC, predict the reaction product. The product is: [C:12]([C:16]1[CH:17]=[CH:18][C:19]([CH:20]([N:21]([CH3:23])[CH3:22])[C:10]2[C:9]3[C:4](=[CH:5][CH:6]=[CH:7][CH:8]=3)[NH:3][C:2]=2[CH3:1])=[CH:24][CH:25]=1)([CH3:15])([CH3:13])[CH3:14]. (6) Given the reactants [C:1]([O:4][CH2:5][C:6]([CH3:36])([CH3:35])[CH2:7][N:8]1[C:14]2[CH:15]=[CH:16][C:17]([Cl:19])=[CH:18][C:13]=2[C@@H:12]([C:20]2[CH:25]=[CH:24][CH:23]=[C:22]([O:26][CH3:27])[C:21]=2[O:28][CH3:29])[O:11][C@H:10]([CH2:30][C:31](O)=[O:32])[C:9]1=[O:34])(=[O:3])[CH3:2].C(N(CC)CC)C.ClC(OCC(C)C)=O.Cl.[NH2:53][C:54]1[C:55]([CH3:70])=[C:56]([CH3:69])[C:57]2[O:61][C:60]([C:62]([O:64][CH2:65][CH3:66])=[O:63])=[CH:59][C:58]=2[C:67]=1[CH3:68].N1C=CC=CC=1, predict the reaction product. The product is: [C:1]([O:4][CH2:5][C:6]([CH3:36])([CH3:35])[CH2:7][N:8]1[C:14]2[CH:15]=[CH:16][C:17]([Cl:19])=[CH:18][C:13]=2[C@@H:12]([C:20]2[CH:25]=[CH:24][CH:23]=[C:22]([O:26][CH3:27])[C:21]=2[O:28][CH3:29])[O:11][C@H:10]([CH2:30][C:31]([NH:53][C:54]2[C:55]([CH3:70])=[C:56]([CH3:69])[C:57]3[O:61][C:60]([C:62]([O:64][CH2:65][CH3:66])=[O:63])=[CH:59][C:58]=3[C:67]=2[CH3:68])=[O:32])[C:9]1=[O:34])(=[O:3])[CH3:2]. (7) Given the reactants [CH2:1]([N:8]1[C:16]2[C:11](=[CH:12][C:13]([C:17]([OH:26])([C:22]([F:25])([F:24])[F:23])[C:18]([F:21])([F:20])[F:19])=[CH:14][CH:15]=2)[CH:10]=[C:9]1[CH2:27]O[Si](C(C)C)(C(C)C)C(C)C)[C:2]1[CH:7]=[CH:6][CH:5]=[CH:4][CH:3]=1, predict the reaction product. The product is: [CH2:1]([N:8]1[C:16]2[C:11](=[CH:12][C:13]([C:17]([OH:26])([C:18]([F:21])([F:19])[F:20])[C:22]([F:23])([F:24])[F:25])=[CH:14][CH:15]=2)[CH:10]=[C:9]1[CH3:27])[C:2]1[CH:3]=[CH:4][CH:5]=[CH:6][CH:7]=1.